From a dataset of Forward reaction prediction with 1.9M reactions from USPTO patents (1976-2016). Predict the product of the given reaction. (1) Given the reactants C([Li])CCC.C([Si](C)(C)[O:11][CH2:12][CH2:13][C:14]1[S:15][CH:16]=[CH:17][CH:18]=1)(C)(C)C.Cl[C:22]([O:24][CH:25]([CH3:27])[CH3:26])=[O:23], predict the reaction product. The product is: [OH:11][CH2:12][CH2:13][C:14]1[S:15][C:16]([C:22]([O:24][CH:25]([CH3:27])[CH3:26])=[O:23])=[CH:17][CH:18]=1. (2) Given the reactants [Br:1][C:2]1[C:3](=[O:30])[N:4]([CH2:19][C:20]2[CH:21]=[N:22][C:23](S(C)(=O)=O)=[N:24][CH:25]=2)[C:5]([CH3:18])=[CH:6][C:7]=1[O:8][CH2:9][C:10]1[CH:15]=[CH:14][C:13]([F:16])=[CH:12][C:11]=1[F:17].[C-:31]#[N:32].[Na+], predict the reaction product. The product is: [Br:1][C:2]1[C:3](=[O:30])[N:4]([CH2:19][C:20]2[CH:21]=[N:22][C:23]([C:31]#[N:32])=[N:24][CH:25]=2)[C:5]([CH3:18])=[CH:6][C:7]=1[O:8][CH2:9][C:10]1[CH:15]=[CH:14][C:13]([F:16])=[CH:12][C:11]=1[F:17]. (3) Given the reactants C(OC([N:8]1[CH2:12][C@@H:11]([CH2:13][N:14]([CH:31]([CH3:33])[CH3:32])[C:15](=[O:30])[C:16]2[CH:21]=[CH:20][C:19]([O:22][CH3:23])=[C:18]([O:24][CH2:25][CH2:26][CH2:27][O:28][CH3:29])[CH:17]=2)[C@H:10]([C:34](=[O:43])[NH:35][CH2:36][C:37]2[CH:42]=[CH:41][CH:40]=[CH:39][CH:38]=2)[CH2:9]1)=O)(C)(C)C.C(O)(C(F)(F)F)=O.C([O-])(O)=O.[Na+], predict the reaction product. The product is: [CH2:36]([NH:35][C:34]([C@H:10]1[C@H:11]([CH2:13][N:14]([CH:31]([CH3:33])[CH3:32])[C:15](=[O:30])[C:16]2[CH:21]=[CH:20][C:19]([O:22][CH3:23])=[C:18]([O:24][CH2:25][CH2:26][CH2:27][O:28][CH3:29])[CH:17]=2)[CH2:12][NH:8][CH2:9]1)=[O:43])[C:37]1[CH:42]=[CH:41][CH:40]=[CH:39][CH:38]=1. (4) Given the reactants [NH2:1][C:2]1[N:7]=[C:6]([C:8]2[C:13]([C:14]([F:17])([F:16])[F:15])=[CH:12][CH:11]=[CH:10][N:9]=2)[CH:5]=[CH:4][CH:3]=1.[C:18]([OH:21])(=O)[CH3:19].[OH2:22].[CH3:23][Si]([N-][Si](C)(C)C)(C)C.[K+], predict the reaction product. The product is: [OH:22][C:23]1[C:3]2[C:2](=[N:7][C:6]([C:8]3[C:13]([C:14]([F:17])([F:16])[F:15])=[CH:12][CH:11]=[CH:10][N:9]=3)=[CH:5][CH:4]=2)[NH:1][C:18](=[O:21])[CH:19]=1. (5) Given the reactants Cl.[CH3:2][N:3]([CH3:10])[C:4]([NH:6][C:7](=[NH:9])[NH2:8])=[NH:5].[OH-].[Na+], predict the reaction product. The product is: [CH3:2][N:3]([CH3:10])[C:4]([NH:6][C:7](=[NH:8])[NH2:9])=[NH:5]. (6) Given the reactants [F:1][C:2]1[CH:3]=[C:4]([CH:13]([NH:17][C:18]([N:20]2[CH2:25][C:24](=[O:26])[N:23]([CH2:27][O:28][CH2:29][CH2:30][Si:31]([CH3:34])([CH3:33])[CH3:32])[C:22]3[CH:35]=[C:36]([OH:39])[CH:37]=[N:38][C:21]2=3)=[O:19])[CH2:14][O:15][CH3:16])[CH:5]=[CH:6][C:7]=1[O:8][C:9]([F:12])([F:11])[F:10].[C:40](=O)([O-])[O-].[K+].[K+].IC.O, predict the reaction product. The product is: [F:1][C:2]1[CH:3]=[C:4]([CH:13]([NH:17][C:18]([N:20]2[CH2:25][C:24](=[O:26])[N:23]([CH2:27][O:28][CH2:29][CH2:30][Si:31]([CH3:32])([CH3:33])[CH3:34])[C:22]3[CH:35]=[C:36]([O:39][CH3:40])[CH:37]=[N:38][C:21]2=3)=[O:19])[CH2:14][O:15][CH3:16])[CH:5]=[CH:6][C:7]=1[O:8][C:9]([F:11])([F:12])[F:10].